Dataset: Full USPTO retrosynthesis dataset with 1.9M reactions from patents (1976-2016). Task: Predict the reactants needed to synthesize the given product. (1) The reactants are: [Si]([O:8][C@H:9]([C:42]1[CH:47]=[CH:46][C:45]([F:48])=[CH:44][CH:43]=1)[CH2:10][CH2:11][C@H:12]1[C:15](=[O:16])[N:14]([C:17]2[CH:22]=[CH:21][CH:20]=[CH:19][CH:18]=2)[C@@H:13]1[C:23]1[CH:28]=[CH:27][C:26]([C:29]2[CH:34]=[CH:33][C:32]([P:35](=[O:40])([O:38]C)[O:36]C)=[CH:31][CH:30]=2)=[CH:25][C:24]=1[OH:41])(C(C)(C)C)(C)C.Br[Si](C)(C)C.CO. Given the product [F:48][C:45]1[CH:46]=[CH:47][C:42]([C@@H:9]([OH:8])[CH2:10][CH2:11][C@H:12]2[C:15](=[O:16])[N:14]([C:17]3[CH:18]=[CH:19][CH:20]=[CH:21][CH:22]=3)[C@@H:13]2[C:23]2[CH:28]=[CH:27][C:26]([C:29]3[CH:34]=[CH:33][C:32]([P:35](=[O:36])([OH:38])[OH:40])=[CH:31][CH:30]=3)=[CH:25][C:24]=2[OH:41])=[CH:43][CH:44]=1, predict the reactants needed to synthesize it. (2) The reactants are: Br[C:2]1[CH:7]=[CH:6][C:5]([N+:8]([O-:10])=[O:9])=[C:4]([CH3:11])[CH:3]=1.[N:12]1[CH:17]=[CH:16][CH:15]=[C:14](B(O)O)[CH:13]=1.B1([C:14]2[CH:15]=[CH:16][CH:17]=[N:12][CH:13]=2)OCCCO1. Given the product [CH3:11][C:4]1[CH:3]=[CH:2][C:7]([C:14]2[CH:13]=[N:12][CH:17]=[CH:16][CH:15]=2)=[CH:6][C:5]=1[N+:8]([O-:10])=[O:9], predict the reactants needed to synthesize it.